Dataset: Full USPTO retrosynthesis dataset with 1.9M reactions from patents (1976-2016). Task: Predict the reactants needed to synthesize the given product. Given the product [CH3:21][C:22]([CH3:27])([CH3:26])[CH2:23][CH2:24][NH:25][CH2:1][C:3]1[CH:18]=[CH:17][C:6]([O:7][C:8]2[N:9]=[CH:10][C:11]([C:14]([NH2:16])=[O:15])=[N:12][CH:13]=2)=[C:5]([O:19][CH3:20])[CH:4]=1, predict the reactants needed to synthesize it. The reactants are: [CH:1]([C:3]1[CH:18]=[CH:17][C:6]([O:7][C:8]2[N:9]=[CH:10][C:11]([C:14]([NH2:16])=[O:15])=[N:12][CH:13]=2)=[C:5]([O:19][CH3:20])[CH:4]=1)=O.[CH3:21][C:22]([CH3:27])([CH3:26])[CH2:23][CH2:24][NH2:25].[BH4-].[Na+].